Dataset: NCI-60 drug combinations with 297,098 pairs across 59 cell lines. Task: Regression. Given two drug SMILES strings and cell line genomic features, predict the synergy score measuring deviation from expected non-interaction effect. Drug 1: CS(=O)(=O)C1=CC(=C(C=C1)C(=O)NC2=CC(=C(C=C2)Cl)C3=CC=CC=N3)Cl. Drug 2: C1CN1P(=S)(N2CC2)N3CC3. Cell line: HCT116. Synergy scores: CSS=14.0, Synergy_ZIP=-7.57, Synergy_Bliss=-4.46, Synergy_Loewe=-14.8, Synergy_HSA=-4.97.